This data is from Human liver microsome stability data. The task is: Regression/Classification. Given a drug SMILES string, predict its absorption, distribution, metabolism, or excretion properties. Task type varies by dataset: regression for continuous measurements (e.g., permeability, clearance, half-life) or binary classification for categorical outcomes (e.g., BBB penetration, CYP inhibition). Dataset: hlm. (1) The compound is C=C(C)[C@@H]1CC[C@]2(NCCN3CCOCC3)CC[C@]3(C)[C@H](CC[C@@H]4[C@@]5(C)CC=C(c6ccc(C(=O)O)cc6)C(C)(C)[C@@H]5CC[C@]43C)[C@@H]12. The result is 0 (unstable in human liver microsomes). (2) The compound is C=C[C@@H]1C[C@]1(NC(=O)[C@@H]1C[C@@](OC)(c2ccc(-c3nccs3)nc2)CN1C(=O)[C@@H](NC(=O)OC1CCCC1)C(C)(C)C)C(=O)NS(=O)(=O)C1CC1. The result is 0 (unstable in human liver microsomes). (3) The compound is COc1cc(F)cc2nc3cc(Oc4ccc(OC(F)(F)F)cc4)ccc3c(O)c12. The result is 1 (stable in human liver microsomes). (4) The drug is COc1ccc2c(c1)[C@]1(C[C@H]1c1ccc3c(C=Cc4ccc(CN5C[C@@H](C)O[C@@H](C)C5)cc4)[nH]nc3c1)C(=O)N2. The result is 0 (unstable in human liver microsomes). (5) The drug is Cn1nnc2cc(C(c3nnnn3Cc3ccccc3)N3CCCN(C4CCC4)CC3)ccc21. The result is 1 (stable in human liver microsomes).